This data is from Reaction yield outcomes from USPTO patents with 853,638 reactions. The task is: Predict the reaction yield, written as a fraction of the theoretical maximum amount of product (1.0 means a 100% yield; for example, 0.34 means a 34% yield). The reactants are [C:1]([O:5][C:6](=[O:18])[NH:7][C:8]1[C:13](I)=[CH:12][C:11]([C:15]#[N:16])=[CH:10][C:9]=1[Br:17])([CH3:4])([CH3:3])[CH3:2].[CH2:19]([O:21][CH:22]([O:25][CH2:26][CH3:27])[C:23]#[CH:24])[CH3:20].C(N(CC)CC)C.N1CCCN2CCCCCC=12. The catalyst is [Cu]I.C1C=CC(P(C2C=CC=CC=2)C2C=CC=CC=2)=CC=1.C1C=CC(P(C2C=CC=CC=2)C2C=CC=CC=2)=CC=1.Cl[Pd]Cl.O.CN(C=O)C. The product is [C:1]([O:5][C:6]([N:7]1[C:8]2[C:13](=[CH:12][C:11]([C:15]#[N:16])=[CH:10][C:9]=2[Br:17])[CH:24]=[C:23]1[CH:22]([O:25][CH2:26][CH3:27])[O:21][CH2:19][CH3:20])=[O:18])([CH3:4])([CH3:3])[CH3:2]. The yield is 0.640.